Dataset: Reaction yield outcomes from USPTO patents with 853,638 reactions. Task: Predict the reaction yield, written as a fraction of the theoretical maximum amount of product (1.0 means a 100% yield; for example, 0.34 means a 34% yield). The reactants are [CH3:1][N:2]([CH:12]1[CH2:17][CH2:16][NH:15][CH2:14][CH2:13]1)[C:3]1[S:4][C:5]([C:8]([F:11])([F:10])[F:9])=[N:6][N:7]=1.[F:18][C:19]1[CH:20]=[C:21]([CH:24]=[CH:25][CH:26]=1)[CH2:22]Br.C(N(C(C)C)CC)(C)C. The catalyst is C(#N)C.ClCCl. The product is [F:18][C:19]1[CH:20]=[C:21]([CH:24]=[CH:25][CH:26]=1)[CH2:22][N:15]1[CH2:16][CH2:17][CH:12]([N:2]([CH3:1])[C:3]2[S:4][C:5]([C:8]([F:11])([F:9])[F:10])=[N:6][N:7]=2)[CH2:13][CH2:14]1. The yield is 0.880.